Dataset: Reaction yield outcomes from USPTO patents with 853,638 reactions. Task: Predict the reaction yield, written as a fraction of the theoretical maximum amount of product (1.0 means a 100% yield; for example, 0.34 means a 34% yield). (1) The reactants are [Br:1][C:2]1[CH:7]=[CH:6][C:5]([N+:8]([O-:10])=[O:9])=[C:4](F)[CH:3]=1.[O-:12][CH2:13][CH3:14].[Na+]. The catalyst is C(O)C.C(Cl)Cl. The product is [CH2:13]([O:12][C:4]1[CH:3]=[C:2]([Br:1])[CH:7]=[CH:6][C:5]=1[N+:8]([O-:10])=[O:9])[CH3:14]. The yield is 0.997. (2) The reactants are [NH2:1][C:2](=[O:22])[CH2:3][CH:4]([C:15]1[CH:20]=[CH:19][C:18]([OH:21])=[CH:17][CH:16]=1)[C:5]([O:7]CC1C=CC=CC=1)=[O:6]. The catalyst is C(O)C.[Pd]. The product is [NH2:1][C:2](=[O:22])[CH2:3][CH:4]([C:15]1[CH:16]=[CH:17][C:18]([OH:21])=[CH:19][CH:20]=1)[C:5]([OH:7])=[O:6]. The yield is 1.00. (3) The yield is 0.790. The product is [F:1][C:2]([F:36])([F:35])[C:3]1[CH:4]=[C:5]([C:13]([CH3:34])([CH3:33])[C:14]([N:16]([C:18]2[CH:19]=[N:20][C:21]([N:25]3[CH2:29][C@H:28]([OH:30])[CH2:27][C@H:26]3[CH2:31][OH:32])=[CH:22][C:23]=2[C:40]2[CH:41]=[CH:42][C:37]([CH3:46])=[CH:38][CH:39]=2)[CH3:17])=[O:15])[CH:6]=[C:7]([C:9]([F:12])([F:11])[F:10])[CH:8]=1. The catalyst is COCCOC.C([O-])(=O)C.[Pd+2].C([O-])(=O)C. The reactants are [F:1][C:2]([F:36])([F:35])[C:3]1[CH:4]=[C:5]([C:13]([CH3:34])([CH3:33])[C:14]([N:16]([C:18]2[CH:19]=[N:20][C:21]([N:25]3[CH2:29][C@H:28]([OH:30])[CH2:27][C@H:26]3[CH2:31][OH:32])=[CH:22][C:23]=2I)[CH3:17])=[O:15])[CH:6]=[C:7]([C:9]([F:12])([F:11])[F:10])[CH:8]=1.[C:37]1([CH3:46])[CH:42]=[CH:41][C:40](B(O)O)=[CH:39][CH:38]=1.C(=O)([O-])[O-].[Na+].[Na+].C1(P(C2C=CC=CC=2)C2C=CC=CC=2)C=CC=CC=1.